The task is: Predict the product of the given reaction.. This data is from Forward reaction prediction with 1.9M reactions from USPTO patents (1976-2016). Given the reactants [F:1][C:2]1[CH:7]=[CH:6][C:5]([C:8]2[N:9]=[C:10]3[C:15](=[N:16][CH:17]=2)[N:14]=[C:13]([NH:18][CH2:19][C:20]2[CH:25]=[CH:24][C:23]([S:26]([NH2:29])(=[O:28])=[O:27])=[CH:22][CH:21]=2)[NH:12][C:11]3=[O:30])=[CH:4][CH:3]=1.F[P-](F)(F)(F)(F)F.N1(O[P+](N(C)C)(N(C)C)N(C)C)[C:42]2C=CC=C[C:41]=2N=N1.CCN(C(C)C)C(C)C.[O-]CC.[Na+], predict the reaction product. The product is: [CH2:41]([O:30][C:11]1[C:10]2[C:15](=[N:16][CH:17]=[C:8]([C:5]3[CH:4]=[CH:3][C:2]([F:1])=[CH:7][CH:6]=3)[N:9]=2)[N:14]=[C:13]([NH:18][CH2:19][C:20]2[CH:25]=[CH:24][C:23]([S:26]([NH2:29])(=[O:27])=[O:28])=[CH:22][CH:21]=2)[N:12]=1)[CH3:42].